This data is from Forward reaction prediction with 1.9M reactions from USPTO patents (1976-2016). The task is: Predict the product of the given reaction. Given the reactants C[O:2][C:3]([CH:5]1[CH2:14][C:13]2[CH:12]=[C:11]3[O:15][CH2:16][C@H:17]([C:19]4[CH:24]=[CH:23][C:22]([OH:25])=[CH:21][CH:20]=4)[O:18][C:10]3=[CH:9][C:8]=2[CH2:7][N:6]1[C@H:26]([C:29]1[CH:34]=[CH:33][CH:32]=[CH:31][CH:30]=1)[CH2:27][CH3:28])=[O:4].[CH:35]1([CH2:40][CH2:41]O)[CH2:39][CH2:38][CH2:37][CH2:36]1.C1(P(C2C=CC=CC=2)C2C=CC=CC=2)C=CC=CC=1.CC(OC(/N=N/C(OC(C)C)=O)=O)C, predict the reaction product. The product is: [CH:35]1([CH2:40][CH2:41][O:25][C:22]2[CH:21]=[CH:20][C:19]([C@H:17]3[CH2:16][O:15][C:11]4=[CH:12][C:13]5[CH2:14][C@@H:5]([C:3]([OH:2])=[O:4])[N:6]([C@H:26]([C:29]6[CH:34]=[CH:33][CH:32]=[CH:31][CH:30]=6)[CH2:27][CH3:28])[CH2:7][C:8]=5[CH:9]=[C:10]4[O:18]3)=[CH:24][CH:23]=2)[CH2:39][CH2:38][CH2:37][CH2:36]1.